Dataset: Reaction yield outcomes from USPTO patents with 853,638 reactions. Task: Predict the reaction yield, written as a fraction of the theoretical maximum amount of product (1.0 means a 100% yield; for example, 0.34 means a 34% yield). (1) The reactants are [CH3:1][N:2]1[C:7](=[O:8])[C:6]([NH:9][C:10]2[CH:15]=[CH:14][C:13]([N:16]3[CH2:21][CH2:20][N:19]([CH:22]4[CH2:25][O:24][CH2:23]4)[CH2:18][C@@H:17]3[CH3:26])=[CH:12][N:11]=2)=[CH:5][C:4]([C:27]2[C:32]([CH:33]=[O:34])=[C:31]([N:35]3[C:47](=[O:48])[C:39]4=[CH:40][N:41]5[C:46]([CH2:45][CH2:44][CH2:43][CH2:42]5)=[C:38]4[CH:37]=[N:36]3)[N:30]=[CH:29][CH:28]=2)=[CH:3]1.[BH4-].[Na+]. The catalyst is CO. The product is [OH:34][CH2:33][C:32]1[C:31]([N:35]2[C:47](=[O:48])[C:39]3=[CH:40][N:41]4[C:46]([CH2:45][CH2:44][CH2:43][CH2:42]4)=[C:38]3[CH:37]=[N:36]2)=[N:30][CH:29]=[CH:28][C:27]=1[C:4]1[CH:5]=[C:6]([NH:9][C:10]2[CH:15]=[CH:14][C:13]([N:16]3[CH2:21][CH2:20][N:19]([CH:22]4[CH2:23][O:24][CH2:25]4)[CH2:18][C@@H:17]3[CH3:26])=[CH:12][N:11]=2)[C:7](=[O:8])[N:2]([CH3:1])[CH:3]=1. The yield is 0.600. (2) The reactants are C[O:2][C:3]([C:5]1[CH:19]=[CH:18][C:8]2[CH:9]=[C:10]([C:12]3[CH:17]=[CH:16][CH:15]=[CH:14][CH:13]=3)[O:11][C:7]=2[CH:6]=1)=[O:4].O[Li].O. The catalyst is C(O)C. The product is [C:12]1([C:10]2[O:11][C:7]3[CH:6]=[C:5]([C:3]([OH:4])=[O:2])[CH:19]=[CH:18][C:8]=3[CH:9]=2)[CH:13]=[CH:14][CH:15]=[CH:16][CH:17]=1. The yield is 0.520.